Dataset: Tyrosyl-DNA phosphodiesterase HTS with 341,365 compounds. Task: Binary Classification. Given a drug SMILES string, predict its activity (active/inactive) in a high-throughput screening assay against a specified biological target. The drug is O=C1N(CC(C1)c1n(CC(C)C)c2c(n1)cccc2)c1ccc(OCC)cc1. The result is 0 (inactive).